From a dataset of NCI-60 drug combinations with 297,098 pairs across 59 cell lines. Regression. Given two drug SMILES strings and cell line genomic features, predict the synergy score measuring deviation from expected non-interaction effect. (1) Drug 1: CCCCC(=O)OCC(=O)C1(CC(C2=C(C1)C(=C3C(=C2O)C(=O)C4=C(C3=O)C=CC=C4OC)O)OC5CC(C(C(O5)C)O)NC(=O)C(F)(F)F)O. Drug 2: COCCOC1=C(C=C2C(=C1)C(=NC=N2)NC3=CC=CC(=C3)C#C)OCCOC.Cl. Cell line: EKVX. Synergy scores: CSS=27.5, Synergy_ZIP=-4.71, Synergy_Bliss=-5.74, Synergy_Loewe=-5.31, Synergy_HSA=-4.73. (2) Synergy scores: CSS=32.3, Synergy_ZIP=0.227, Synergy_Bliss=1.56, Synergy_Loewe=-28.3, Synergy_HSA=-0.593. Drug 2: CN(CC1=CN=C2C(=N1)C(=NC(=N2)N)N)C3=CC=C(C=C3)C(=O)NC(CCC(=O)O)C(=O)O. Cell line: NCI-H226. Drug 1: CC1C(C(=O)NC(C(=O)N2CCCC2C(=O)N(CC(=O)N(C(C(=O)O1)C(C)C)C)C)C(C)C)NC(=O)C3=C4C(=C(C=C3)C)OC5=C(C(=O)C(=C(C5=N4)C(=O)NC6C(OC(=O)C(N(C(=O)CN(C(=O)C7CCCN7C(=O)C(NC6=O)C(C)C)C)C)C(C)C)C)N)C.